This data is from Forward reaction prediction with 1.9M reactions from USPTO patents (1976-2016). The task is: Predict the product of the given reaction. (1) Given the reactants F[C:2]1[CH:7]=[CH:6][C:5]([N+:8]([O-:10])=[O:9])=[C:4]([O:11][CH3:12])[CH:3]=1.[CH3:13][NH:14][CH2:15][CH2:16][NH:17][CH3:18].[H-].[Na+], predict the reaction product. The product is: [CH3:12][O:11][C:4]1[CH:3]=[C:2]([N:14]([CH3:13])[CH2:15][CH2:16][NH:17][CH3:18])[CH:7]=[CH:6][C:5]=1[N+:8]([O-:10])=[O:9]. (2) Given the reactants [NH2:1][C:2]1[N:6]=[C:5]([CH2:7][C:8]2[CH:13]=[CH:12][CH:11]=[CH:10][CH:9]=2)[NH:4][N:3]=1.[C:14]([CH:17]([CH:23]([CH2:29][CH2:30][CH3:31])[C:24]([O:26][CH2:27][CH3:28])=[O:25])[C:18](OCC)=[O:19])(=O)[CH3:15], predict the reaction product. The product is: [CH2:7]([C:5]1[N:6]=[C:2]2[N:1]=[C:14]([CH3:15])[C:17]([CH:23]([CH2:29][CH2:30][CH3:31])[C:24]([O:26][CH2:27][CH3:28])=[O:25])=[C:18]([OH:19])[N:3]2[N:4]=1)[C:8]1[CH:9]=[CH:10][CH:11]=[CH:12][CH:13]=1. (3) The product is: [NH2:1][C:2]1[C:10]([CH3:11])=[C:9]([Cl:12])[CH:8]=[CH:7][C:3]=1[C:4]([O:6][CH3:13])=[O:5]. Given the reactants [NH2:1][C:2]1[C:10]([CH3:11])=[C:9]([Cl:12])[CH:8]=[CH:7][C:3]=1[C:4]([OH:6])=[O:5].[C:13](=O)([O-])[O-].[Cs+].[Cs+].CI, predict the reaction product. (4) Given the reactants [CH:1]1[C:6]([OH:7])=[CH:5][CH:4]=[CH:3][C:2]=1[CH3:8].[CH2:9]([N:16]1[CH2:21][CH2:20][C:19](=O)[CH2:18][CH2:17]1)[C:10]1[CH:15]=[CH:14][CH:13]=[CH:12][CH:11]=1.B(F)(F)F.CCOCC.Cl, predict the reaction product. The product is: [CH2:9]([N:16]1[CH2:17][CH:18]=[C:19]([C:5]2[CH:4]=[CH:3][C:2]([CH3:8])=[CH:1][C:6]=2[OH:7])[CH2:20][CH2:21]1)[C:10]1[CH:15]=[CH:14][CH:13]=[CH:12][CH:11]=1. (5) Given the reactants [Cl:1][C:2]1[CH:10]=[CH:9][C:5]([C:6]([OH:8])=O)=[C:4]([N+:11]([O-])=O)[CH:3]=1.[C:14]1([S:20]([NH2:23])(=[O:22])=[O:21])[CH:19]=[CH:18][CH:17]=[CH:16][CH:15]=1.CCN=C=NCCCN(C)C.Cl, predict the reaction product. The product is: [NH2:11][C:4]1[CH:3]=[C:2]([Cl:1])[CH:10]=[CH:9][C:5]=1[C:6]([NH:23][S:20]([C:14]1[CH:19]=[CH:18][CH:17]=[CH:16][CH:15]=1)(=[O:22])=[O:21])=[O:8]. (6) Given the reactants Cl[C:2]1[N:7]=[C:6]([NH:8][CH2:9][C:10]#[CH:11])[C:5]([I:12])=[CH:4][N:3]=1.[NH2:13][C:14]1[CH:19]=[CH:18][C:17]([S:20]([CH3:28])(=[N:22][C:23]([O:25][CH2:26][CH3:27])=[O:24])=[O:21])=[CH:16][CH:15]=1.Cl, predict the reaction product. The product is: [CH2:26]([O:25][C:23]([N:22]=[S:20]([C:17]1[CH:16]=[CH:15][C:14]([NH:13][C:2]2[N:7]=[C:6]([NH:8][CH2:9][C:10]#[CH:11])[C:5]([I:12])=[CH:4][N:3]=2)=[CH:19][CH:18]=1)([CH3:28])=[O:21])=[O:24])[CH3:27]. (7) Given the reactants Cl.Cl.[N:3]1[C:11]2[CH:10]=[CH:9][N:8]=[CH:7][C:6]=2[O:5][C:4]=1[NH:12][CH:13]1[CH2:18][CH2:17][NH:16][CH2:15][CH2:14]1.C(O[C:22]1[C:27]2[NH:28][C:29](=[O:31])[O:30][C:26]=2[CH:25]=[C:24]([CH:32]=O)[CH:23]=1)C.C([BH3-])#N.[Na+].C(N(C(C)C)C(C)C)C.[CH2:47]([OH:49])[CH3:48], predict the reaction product. The product is: [CH2:47]([O:49][N:28]1[C:27]2[CH:22]=[CH:23][C:24]([CH2:32][N:16]3[CH2:17][CH2:18][CH:13]([NH:12][C:4]4[O:5][C:6]5[CH:7]=[N:8][CH:9]=[CH:10][C:11]=5[N:3]=4)[CH2:14][CH2:15]3)=[CH:25][C:26]=2[O:30][C:29]1=[O:31])[CH3:48].